Dataset: Forward reaction prediction with 1.9M reactions from USPTO patents (1976-2016). Task: Predict the product of the given reaction. (1) Given the reactants [CH:1]1[CH:6]=[N+:5]([O-])[CH:4]=[C:3]([CH2:8][C:9]#[N:10])[CH:2]=1.O=P(Cl)(Cl)[Cl:13], predict the reaction product. The product is: [Cl:13][C:4]1[C:3]([CH2:8][C:9]#[N:10])=[CH:2][CH:1]=[CH:6][N:5]=1. (2) Given the reactants [F:1][C:2]1[CH:3]=[C:4]([CH:8]=[C:9]([CH2:11][OH:12])[CH:10]=1)[C:5]([OH:7])=O.C(OC(Cl)=O)C.N1C=CC=CC=1.[CH3:25][NH:26][CH:27]1[C:43]2[C:36](=[CH:37][CH:38]=[C:39]([S:44][CH3:45])[C:40]([CH:42]=2)=[O:41])[C:35]2[C:30](=[CH:31][C:32]([O:50][CH3:51])=[C:33]([O:48][CH3:49])[C:34]=2[O:46][CH3:47])[CH2:29][CH2:28]1, predict the reaction product. The product is: [F:1][C:2]1[CH:3]=[C:4]([CH:8]=[C:9]([CH2:11][OH:12])[CH:10]=1)[C:5]([N:26]([CH3:25])[C@@H:27]1[C:43]2[C:36](=[CH:37][CH:38]=[C:39]([S:44][CH3:45])[C:40](=[O:41])[CH:42]=2)[C:35]2[C:34]([O:46][CH3:47])=[C:33]([O:48][CH3:49])[C:32]([O:50][CH3:51])=[CH:31][C:30]=2[CH2:29][CH2:28]1)=[O:7].